From a dataset of Experimentally validated miRNA-target interactions with 360,000+ pairs, plus equal number of negative samples. Binary Classification. Given a miRNA mature sequence and a target amino acid sequence, predict their likelihood of interaction. (1) The miRNA is hsa-miR-4494 with sequence CCAGACUGUGGCUGACCAGAGG. The protein sequence of the target gene is MKSVIYHALSQKEANDSDVQPSGAQRAEAFVRAFLKRSTPRMSPQAREDQLQRKAVVLEYFTRHKRKEKKKKAKGLSARQRRELRLFDIKPEQQRYSLFLPLHELWKQYIRDLCSGLKPDTQPQMIQAKLLKADLHGAIISVTKSKCPSYVGITGILLQETKHIFKIITKEDRLKVIPKLNCVFTVETDGFISYIYGSKFQLRSSERSAKKFKAKGTIDL. Result: 1 (interaction). (2) The miRNA is hsa-miR-6818-3p with sequence UUGUCUCUUGUUCCUCACACAG. The protein sequence of the target gene is MGNRVCCGGSWSCPSTFQKKKKTGSQTRRTLKPQPQQLQQNLPKGHETTGHTYERVLQQQGSQERSPGLMSEDSNLHYADIQVCSRPHAREVKHVHLENATEYATLRFPQATPRYDSKNGTLV. Result: 0 (no interaction).